This data is from Forward reaction prediction with 1.9M reactions from USPTO patents (1976-2016). The task is: Predict the product of the given reaction. Given the reactants [F:1][C:2]1[CH:3]=[C:4]([CH:7]=[CH:8][C:9]=1[OH:10])[CH:5]=[O:6].C(=O)([O-])[O-].[K+].[K+].F[C:18]1[N:28]=[CH:27][CH:26]=[C:25]([CH:29]=[CH2:30])[C:19]=1[C:20]([O:22][CH2:23][CH3:24])=[O:21], predict the reaction product. The product is: [F:1][C:2]1[CH:3]=[C:4]([CH:5]=[O:6])[CH:7]=[CH:8][C:9]=1[O:10][C:18]1[N:28]=[CH:27][CH:26]=[C:25]([CH:29]=[CH2:30])[C:19]=1[C:20]([O:22][CH2:23][CH3:24])=[O:21].